Predict the product of the given reaction. From a dataset of Forward reaction prediction with 1.9M reactions from USPTO patents (1976-2016). (1) Given the reactants O.C1(C)C=CC(S(O)(=O)=O)=CC=1.Cl[C:14]1[N:19]=[C:18]([C:20]([F:23])([F:22])[F:21])[CH:17]=[CH:16][N:15]=1.[N:24]1([CH2:30][C:31]2[CH:32]=[C:33]([NH2:43])[CH:34]=[C:35]([C:37]3[CH:42]=[CH:41][CH:40]=[CH:39][CH:38]=3)[CH:36]=2)[CH2:29][CH2:28][O:27][CH2:26][CH2:25]1, predict the reaction product. The product is: [N:24]1([CH2:30][C:31]2[CH:32]=[C:33]([NH:43][C:14]3[N:19]=[C:18]([C:20]([F:23])([F:22])[F:21])[CH:17]=[CH:16][N:15]=3)[CH:34]=[C:35]([C:37]3[CH:42]=[CH:41][CH:40]=[CH:39][CH:38]=3)[CH:36]=2)[CH2:29][CH2:28][O:27][CH2:26][CH2:25]1. (2) The product is: [C:47]([CH:45]1[CH2:44][N:43]([C:41](=[O:42])[C@H:40]([NH:39][C:21]([C:20]2[C:14]3[C:15](=[N:16][CH:17]=[C:12]([C:6]4[C:5]5[C:9](=[CH:10][C:2]([Cl:1])=[CH:3][CH:4]=5)[N:8]([CH3:11])[N:7]=4)[N:13]=3)[N:18]([CH2:24][O:25][CH2:26][CH2:27][Si:28]([CH3:30])([CH3:29])[CH3:31])[CH:19]=2)=[O:22])[CH2:49][O:50][CH3:51])[CH2:46]1)#[N:48]. Given the reactants [Cl:1][C:2]1[CH:10]=[C:9]2[C:5]([C:6]([C:12]3[N:13]=[C:14]4[C:20]([C:21](O)=[O:22])=[CH:19][N:18]([CH2:24][O:25][CH2:26][CH2:27][Si:28]([CH3:31])([CH3:30])[CH3:29])[C:15]4=[N:16][CH:17]=3)=[N:7][N:8]2[CH3:11])=[CH:4][CH:3]=1.FC(F)(F)C(O)=O.[NH2:39][C@H:40]([CH2:49][O:50][CH3:51])[C:41]([N:43]1[CH2:46][CH:45]([C:47]#[N:48])[CH2:44]1)=[O:42].CN(C(ON1N=NC2C=CC=NC1=2)=[N+](C)C)C.F[P-](F)(F)(F)(F)F.C(N(CC)C(C)C)(C)C, predict the reaction product. (3) Given the reactants [F:1][C:2]1[C:7]([CH:8]=O)=[C:6]([CH3:10])[C:5]([N+:11]([O-:13])=[O:12])=[CH:4][CH:3]=1.[CH:14]1([C:19]([N:21]2[CH2:26][CH2:25][NH:24][CH2:23][C@@H:22]2[CH3:27])=[O:20])[CH2:18][CH2:17][CH2:16][CH2:15]1.C(O[BH-](OC(=O)C)OC(=O)C)(=O)C.[Na+], predict the reaction product. The product is: [CH:14]1([C:19]([N:21]2[CH2:26][CH2:25][N:24]([CH2:8][C:7]3[C:2]([F:1])=[CH:3][CH:4]=[C:5]([N+:11]([O-:13])=[O:12])[C:6]=3[CH3:10])[CH2:23][C@@H:22]2[CH3:27])=[O:20])[CH2:15][CH2:16][CH2:17][CH2:18]1. (4) Given the reactants Cl.[Cl:2][C:3]1[N:4]=[C:5]([C:10]([NH:12][C@H:13]2[CH2:18][CH2:17][NH:16][CH2:15][C@H:14]2[O:19][CH:20]([CH3:22])[CH3:21])=[O:11])[NH:6][C:7]=1[CH2:8][CH3:9].C(N(C(C)C)CC)(C)C.Br[C:33]1[S:34][C:35]2[C:41]([C:42]([O:44][CH2:45][CH3:46])=[O:43])=[CH:40][CH:39]=[CH:38][C:36]=2[N:37]=1, predict the reaction product. The product is: [Cl:2][C:3]1[N:4]=[C:5]([C:10]([NH:12][C@H:13]2[CH2:18][CH2:17][N:16]([C:33]3[S:34][C:35]4[C:41]([C:42]([O:44][CH2:45][CH3:46])=[O:43])=[CH:40][CH:39]=[CH:38][C:36]=4[N:37]=3)[CH2:15][C@H:14]2[O:19][CH:20]([CH3:21])[CH3:22])=[O:11])[NH:6][C:7]=1[CH2:8][CH3:9].